The task is: Regression. Given a peptide amino acid sequence and an MHC pseudo amino acid sequence, predict their binding affinity value. This is MHC class I binding data.. This data is from Peptide-MHC class I binding affinity with 185,985 pairs from IEDB/IMGT. (1) The peptide sequence is ESFVRKQKY. The MHC is HLA-A01:01 with pseudo-sequence HLA-A01:01. The binding affinity (normalized) is 0.141. (2) The peptide sequence is YTAVKPLVY. The MHC is HLA-B57:01 with pseudo-sequence HLA-B57:01. The binding affinity (normalized) is 0.153. (3) The peptide sequence is AVDLSHFLR. The MHC is HLA-A02:03 with pseudo-sequence HLA-A02:03. The binding affinity (normalized) is 0.0674.